Dataset: Reaction yield outcomes from USPTO patents with 853,638 reactions. Task: Predict the reaction yield, written as a fraction of the theoretical maximum amount of product (1.0 means a 100% yield; for example, 0.34 means a 34% yield). (1) The reactants are [Br:1][C:2]1[CH:11]=[CH:10][C:5]2[S:6][CH:7]=[C:8]([CH3:9])[C:4]=2[CH:3]=1.[Al+3].[Cl-].[Cl-].[Cl-].[C:16](Cl)(=[O:18])[CH3:17]. The catalyst is C(=S)=S. The product is [Br:1][C:2]1[CH:11]=[CH:10][C:5]2[S:6][C:7]([C:16](=[O:18])[CH3:17])=[C:8]([CH3:9])[C:4]=2[CH:3]=1. The yield is 0.510. (2) The reactants are [Cl:1][C:2]1[N:7]=[CH:6][C:5]([NH2:8])=[C:4]([C:9]2[C:10](F)=[N:11][CH:12]=[CH:13][CH:14]=2)[C:3]=1[F:16].C[Si]([N-][Si](C)(C)C)(C)C.[Na+]. The product is [Cl:1][C:2]1[N:7]=[CH:6][C:5]2[NH:8][C:10]3[N:11]=[CH:12][CH:13]=[CH:14][C:9]=3[C:4]=2[C:3]=1[F:16]. The catalyst is C1COCC1. The yield is 0.640.